This data is from Catalyst prediction with 721,799 reactions and 888 catalyst types from USPTO. The task is: Predict which catalyst facilitates the given reaction. (1) Reactant: [I:1][CH2:2][CH:3]1[CH2:7][CH2:6][CH:5]([OH:8])[CH2:4]1.[O:9]1[CH:14]=[CH:13][CH2:12][CH2:11][CH2:10]1.C1(C)C=CC(S([O-])(=O)=O)=CC=1.[NH+]1C=CC=CC=1. Product: [I:1][CH2:2][CH:3]1[CH2:7][CH2:6][CH:5]([O:8][CH:10]2[CH2:11][CH2:12][CH2:13][CH2:14][O:9]2)[CH2:4]1. The catalyst class is: 2. (2) Product: [F:1][C:2]1[CH:11]=[CH:10][C:9]2[O:12][CH2:13][C:14](=[O:15])[N:7]3[C:8]=2[C:3]=1[CH:4]([CH:16]=[O:17])[CH2:5][CH2:6]3. Reactant: [F:1][C:2]1[CH:11]=[CH:10][C:9]2[O:12][CH2:13][C:14](=[O:15])[N:7]3[C:8]=2[C:3]=1[C:4](=[CH:16][O:17]C)[CH2:5][CH2:6]3.[I-].[Na+].C[Si](Cl)(C)C.S(S([O-])=O)([O-])(=O)=O.[Na+].[Na+]. The catalyst class is: 47. (3) Reactant: [O:1]=[C:2]1[C:10]2[C:5](=[CH:6][CH:7]=[CH:8][CH:9]=2)[C:4](=[O:11])[N:3]1[CH2:12][C:13]#[N:14].C(OCC)(=O)C.Cl.O1CCCC1.P([S-])(OCC)(OCC)=[S:28]. Product: [O:1]=[C:2]1[C:10]2[C:5](=[CH:6][CH:7]=[CH:8][CH:9]=2)[C:4](=[O:11])[N:3]1[CH2:12][C:13](=[S:28])[NH2:14]. The catalyst class is: 6. (4) Reactant: [O:1]1[CH2:6][CH2:5][CH2:4][O:3][CH:2]1[C:7]1[CH:14]=[CH:13][C:10]([C:11]#[N:12])=[CH:9][C:8]=1F.[SH:16][CH2:17][CH2:18][OH:19].C(=O)([O-])[O-].[K+].[K+]. Product: [O:1]1[CH2:6][CH2:5][CH2:4][O:3][CH:2]1[C:7]1[CH:14]=[CH:13][C:10]([C:11]#[N:12])=[CH:9][C:8]=1[S:16][CH2:17][CH2:18][OH:19]. The catalyst class is: 3. (5) Reactant: C([O:3][C:4]([C:6]1([S:17]([C:20]2[CH:25]=[CH:24][C:23]([O:26][CH3:27])=[CH:22][CH:21]=2)(=[O:19])=[O:18])[CH2:11][CH2:10][N:9]([CH2:12][CH:13]=[C:14]([CH3:16])[CH3:15])[CH2:8][CH2:7]1)=[O:5])C.[OH-].[Na+].O1CCCC1. Product: [CH3:27][O:26][C:23]1[CH:22]=[CH:21][C:20]([S:17]([C:6]2([C:4]([OH:5])=[O:3])[CH2:11][CH2:10][N:9]([CH2:12][CH:13]=[C:14]([CH3:15])[CH3:16])[CH2:8][CH2:7]2)(=[O:19])=[O:18])=[CH:25][CH:24]=1. The catalyst class is: 8. (6) Reactant: [F:1][C:2]1[C:7]([C:8]#[N:9])=[C:6]([F:10])[C:5]([C:11]#[N:12])=[C:4](F)[C:3]=1[F:14].[Br-:15].[Na+]. Product: [Br:15][C:4]1[C:3]([F:14])=[C:2]([F:1])[C:7]([C:8]#[N:9])=[C:6]([F:10])[C:5]=1[C:11]#[N:12]. The catalyst class is: 6. (7) Reactant: [Br:1][C:2]1[N:3]=[C:4]([CH2:16][CH3:17])[C:5]([NH:10][C@@H:11]([CH2:14][CH3:15])[CH2:12][OH:13])=[N:6][C:7]=1[CH2:8][CH3:9].[H-].[Na+].I[CH2:21][CH3:22]. Product: [Br:1][C:2]1[N:3]=[C:4]([CH2:16][CH3:17])[C:5]([NH:10][C@H:11]([CH2:12][O:13][CH2:21][CH3:22])[CH2:14][CH3:15])=[N:6][C:7]=1[CH2:8][CH3:9]. The catalyst class is: 3.